The task is: Predict which catalyst facilitates the given reaction.. This data is from Catalyst prediction with 721,799 reactions and 888 catalyst types from USPTO. (1) Reactant: [OH:1][C:2]1[CH:10]=[CH:9][C:5]([C:6]([OH:8])=[O:7])=[CH:4][CH:3]=1.F[C:12]1[CH:19]=[CH:18][CH:17]=[CH:16][C:13]=1[C:14]#[N:15].C(=O)([O-])[O-].[K+].[K+].Cl. Product: [C:14]([C:13]1[CH:16]=[CH:17][CH:18]=[CH:19][C:12]=1[O:1][C:2]1[CH:10]=[CH:9][C:5]([C:6]([OH:8])=[O:7])=[CH:4][CH:3]=1)#[N:15]. The catalyst class is: 16. (2) Reactant: Cl.[CH3:2][N:3]([CH3:21])[CH2:4][CH:5]([C:14]1(O)[CH2:19][CH2:18][CH2:17][CH2:16][CH2:15]1)[C:6]1[CH:11]=[CH:10][C:9]([O:12][CH3:13])=[CH:8][CH:7]=1.C(Cl)Cl.[OH-:25].[Na+]. The catalyst class is: 6. Product: [CH3:2][N:3]([CH2:4][CH:5]([CH:14]1[CH2:19][CH2:18][CH2:17][CH2:16][CH:15]1[OH:25])[C:6]1[CH:11]=[CH:10][C:9]([O:12][CH3:13])=[CH:8][CH:7]=1)[CH3:21]. (3) Product: [N+:20]([C:23]1[CH:24]=[N:25][CH:26]=[CH:27][C:28]=1[C:29]1[CH:30]=[C:31]([CH:35]=[CH:36][CH:37]=1)[C:32]([NH:10][C:7]([C:1]1[CH:6]=[CH:5][CH:4]=[CH:3][CH:2]=1)([CH3:9])[CH3:8])=[O:33])([O-:22])=[O:21]. The catalyst class is: 3. Reactant: [C:1]1([C:7]([NH2:10])([CH3:9])[CH3:8])[CH:6]=[CH:5][CH:4]=[CH:3][CH:2]=1.C(N(C(C)C)CC)(C)C.[N+:20]([C:23]1[CH:24]=[N:25][CH:26]=[CH:27][C:28]=1[C:29]1[CH:30]=[C:31]([CH:35]=[CH:36][CH:37]=1)[C:32](O)=[O:33])([O-:22])=[O:21].CN(C(ON1N=NC2C=CC=NC1=2)=[N+](C)C)C.F[P-](F)(F)(F)(F)F. (4) Reactant: [N+:1]([C:4]1[CH:5]=[CH:6][C:7]2[C:8]3[N:16]=[C:15]([C:17]4[CH:22]=[CH:21][CH:20]=[C:19]([C:23]([F:26])([F:25])[F:24])[CH:18]=4)[CH:14]=[C:13]([C:27]([NH2:29])=[O:28])[C:9]=3[NH:10][C:11]=2[CH:12]=1)([O-])=O. Product: [NH2:1][C:4]1[CH:5]=[CH:6][C:7]2[C:8]3[N:16]=[C:15]([C:17]4[CH:22]=[CH:21][CH:20]=[C:19]([C:23]([F:26])([F:25])[F:24])[CH:18]=4)[CH:14]=[C:13]([C:27]([NH2:29])=[O:28])[C:9]=3[NH:10][C:11]=2[CH:12]=1. The catalyst class is: 19. (5) Reactant: [C:1]([O:5][C:6]([NH:8][O:9][CH2:10][C:11]([OH:13])=O)=[O:7])([CH3:4])([CH3:3])[CH3:2].C(Cl)CCl.C1C=CC2N(O)N=NC=2C=1.[NH2:28][CH2:29][CH2:30][O:31][CH2:32][CH2:33][O:34][CH2:35][CH2:36][N:37]1[C:41](=[O:42])[CH:40]=[CH:39][C:38]1=[O:43]. Product: [O:43]=[C:38]1[CH:39]=[CH:40][C:41](=[O:42])[N:37]1[CH2:36][CH2:35][O:34][CH2:33][CH2:32][O:31][CH2:30][CH2:29][NH:28][C:11](=[O:13])[CH2:10][O:9][NH:8][C:6](=[O:7])[O:5][C:1]([CH3:2])([CH3:3])[CH3:4]. The catalyst class is: 34. (6) Reactant: [F:1][C:2]1[CH:7]=[CH:6][CH:5]=[C:4]([F:8])[C:3]=1[N:9]1[C:14]2[N:15]=[C:16](S(C)(=O)=O)[N:17]=[C:18]([C:19]3[CH:20]=[C:21]([CH:26]=[CH:27][C:28]=3[CH3:29])[C:22]([NH:24][CH3:25])=[O:23])[C:13]=2[CH2:12][NH:11][C:10]1=[O:34].[NH2:35][CH2:36][CH2:37][CH2:38][N:39]([CH2:44][CH2:45][CH2:46][CH3:47])[CH2:40][CH2:41][CH2:42][CH3:43]. Product: [NH4+:9].[OH-:23].[CH2:40]([N:39]([CH2:44][CH2:45][CH2:46][CH3:47])[CH2:38][CH2:37][CH2:36][NH:35][C:16]1[N:17]=[C:18]([C:19]2[CH:20]=[C:21]([CH:26]=[CH:27][C:28]=2[CH3:29])[C:22]([NH:24][CH3:25])=[O:23])[C:13]2[CH2:12][NH:11][C:10](=[O:34])[N:9]([C:3]3[C:2]([F:1])=[CH:7][CH:6]=[CH:5][C:4]=3[F:8])[C:14]=2[N:15]=1)[CH2:41][CH2:42][CH3:43]. The catalyst class is: 1.